From a dataset of Drug-target binding data from BindingDB using Ki measurements. Regression. Given a target protein amino acid sequence and a drug SMILES string, predict the binding affinity score between them. We predict pKi (pKi = -log10(Ki in M); higher means stronger inhibition). Dataset: bindingdb_ki. (1) The compound is C[C@H](NC(=O)[C@H](CCC(N)=O)NC(=O)[C@@H](N)CCCNC(=N)N)C(=O)N[C@@H](CC(=O)O)C(=O)N[C@H](CCCNC(=N)N)C(=O)c1nc2ccccc2s1. The target protein sequence is GSDEKDCDCGLRSFTRQARVVGGTDADEGEWPWQVSLHALGQGHICGASLISPNWLVSAAHCYIDDRGFRYSDPTQWTAFLGLHDQSQRSAPGVQERRLKRIISHPFFNDFTFDYDIALLELEKPAEYSSMVRPICLPDASHVFPAGKAIWVTGWGHTQYGGTGALILQKGEIRVINQTTCENLLPQQITPRMMCVGFLSGGVDSCQGDSGGPLSSVEADGRIFQAGVVSWGDGCAQRNKPGVYTRLPLFRDWIKENTGV. The pKi is 8.3. (2) The small molecule is O=[N+]([O-])c1cnc2c(c1)C[C@@]1(O)[C@H]3Cc4ccc(O)c5c4[C@@]1(CCN3CC1CC1)[C@H]2O5. The target protein sequence is MEPVPSARAELQFSLLANVSDTFPSAFPSASANASGSPGARSASSLALAIAITALYSAVCAVGLLGNVLVMFGIVRYTKLKTATNIYIFNLALADALATSTLPFQSAKYLMETWPFGELLCKAVLSIDYYNMFTSIFTLTMMSVDRYIAVCHPVKALDFRTPAKAKLINICIWVLASGVGVPIMVMAVTQPRDGAVVCTLQFPSPSWYWDTVTKICVFLFAFVVPILIITVCYGLMLLRLRSVRLLSGSKEKDRSLRRITRMVLVVVGAFVVCWAPIHIFVIVWTLVDINRRDPLVVAALHLCIALGYANSSLNPVLYAFLDENFKRCFRQLCRAPCGGQEPGSLRRPRQATARERVTACTPSDGPGGGAAA. The pKi is 8.2. (3) The small molecule is CC#CC1(O)CCC2C3CCC4=CC(=O)CCC4=C3C(c3ccc(N(C)C)cc3)CC21C. The target protein (P70580) has sequence MAAEDVVATGADPSELEGGGLLQEIFTSPLNLLLLGLCIFLLYKIVRGDQPGASGDNDDDEPPPLPRLKPRDFTPAELRRYDGVQDPRILMAINGKVFDVTKGRKFYGPEGPYGVFAGRDASRGLATFCLDKEALKDEYDDLSDLTPAQQETLNDWDSQFTFKYHHVGKLLKEGEEPTVYSDDEEPKDEAARKSD. The pKi is 9.1. (4) The drug is CC1(C)C(=N)N[C@](C)(c2sc(C(=O)NCc3ccc(Cl)cc3)cc2Cl)CS1(=O)=O. The target protein (Q9Y5Z0) has sequence MGALARALLLPLLAQWLLRAAPELAPAPFTLPLRVAAATNRVVAPTPGPGTPAERHADGLALALEPALASPAGAANFLAMVDNLQGDSGRGYYLEMLIGTPPQKLQILVDTGSSNFAVAGTPHSYIDTYFDTERSSTYRSKGFDVTVKYTQGSWTGFVGEDLVTIPKGFNTSFLVNIATIFESENFFLPGIKWNGILGLAYATLAKPSSSLETFFDSLVTQANIPNVFSMQMCGAGLPVAGSGTNGGSLVLGGIEPSLYKGDIWYTPIKEEWYYQIEILKLEIGGQSLNLDCREYNADKAIVDSGTTLLRLPQKVFDAVVEAVARASLIPEFSDGFWTGSQLACWTNSETPWSYFPKISIYLRDENSSRSFRITILPQLYIQPMMGAGLNYECYRFGISPSTNALVIGATVMEGFYVIFDRAQKRVGFAASPCAEIAGAAVSEISGPFSTEDVASNCVPAQSLSEPILWIVSYALMSVCGAILLVLIVLLLLPFRCQRRP.... The pKi is 6.3.